This data is from Forward reaction prediction with 1.9M reactions from USPTO patents (1976-2016). The task is: Predict the product of the given reaction. (1) Given the reactants [S:1]1[C:5]2[CH:6]=[CH:7][CH:8]=[CH:9][C:4]=2[C:3]([N:10]2[CH2:15][CH2:14][N:13]([CH2:16][CH2:17][C:18]3[CH:26]=[C:25]4[C:21]([CH2:22][CH2:23][CH:24]4[NH:27]C(=O)C(F)(F)F)=[CH:20][CH:19]=3)[CH2:12][CH2:11]2)=[N:2]1.C([O-])([O-])=O.[K+].[K+], predict the reaction product. The product is: [S:1]1[C:5]2[CH:6]=[CH:7][CH:8]=[CH:9][C:4]=2[C:3]([N:10]2[CH2:15][CH2:14][N:13]([CH2:16][CH2:17][C:18]3[CH:26]=[C:25]4[C:21]([CH2:22][CH2:23][CH:24]4[NH2:27])=[CH:20][CH:19]=3)[CH2:12][CH2:11]2)=[N:2]1. (2) Given the reactants [CH:1](=O)[CH2:2][CH2:3][CH3:4].C([BH3-])#N.[Na+].[CH3:10][N:11]([CH3:27])[C:12]1([C:22]2[S:23][CH:24]=[CH:25][CH:26]=2)[CH2:21][CH2:20][C:15]2([CH2:19][CH2:18][NH:17][CH2:16]2)[CH2:14][CH2:13]1.C(O)(=O)C, predict the reaction product. The product is: [CH2:1]([N:17]1[CH2:16][C:15]2([CH2:20][CH2:21][C:12]([N:11]([CH3:27])[CH3:10])([C:22]3[S:23][CH:24]=[CH:25][CH:26]=3)[CH2:13][CH2:14]2)[CH2:19][CH2:18]1)[CH2:2][CH2:3][CH3:4].